From a dataset of Full USPTO retrosynthesis dataset with 1.9M reactions from patents (1976-2016). Predict the reactants needed to synthesize the given product. (1) Given the product [NH2:1][C:2]1[C:7]([CH2:8][CH3:9])=[C:6]([C:10]([O:12][CH3:13])=[O:11])[N:5]=[C:4]([C:14]2[CH:19]=[CH:18][C:17]([C:20]([F:23])([F:21])[F:22])=[CH:16][CH:15]=2)[N:3]=1, predict the reactants needed to synthesize it. The reactants are: [NH2:1][C:2]1[C:7]([CH:8]=[CH2:9])=[C:6]([C:10]([O:12][CH3:13])=[O:11])[N:5]=[C:4]([C:14]2[CH:19]=[CH:18][C:17]([C:20]([F:23])([F:22])[F:21])=[CH:16][CH:15]=2)[N:3]=1. (2) Given the product [NH2:1][C:2]1[C:3]2[S:10][C:9]3[N:11]=[C:12]([N:18]4[CH2:19][CH2:20][CH:21]([NH:25][CH2:26][C@H:27]([C:29]5[CH:34]=[CH:33][CH:32]=[CH:31][CH:30]=5)[OH:28])[CH2:22][CH2:23]4)[CH:13]=[C:14]([CH2:15][CH2:16][CH3:17])[C:8]=3[C:4]=2[N:5]=[CH:6][N:7]=1, predict the reactants needed to synthesize it. The reactants are: [NH2:1][C:2]1[C:3]2[S:10][C:9]3[N:11]=[C:12]([N:18]4[CH2:23][CH2:22][C:21](=O)[CH2:20][CH2:19]4)[CH:13]=[C:14]([CH2:15][CH2:16][CH3:17])[C:8]=3[C:4]=2[N:5]=[CH:6][N:7]=1.[NH2:25][CH2:26][C@H:27]([C:29]1[CH:34]=[CH:33][CH:32]=[CH:31][CH:30]=1)[OH:28].C([BH3-])#N. (3) Given the product [Br:8][CH2:21][C@:10]1([CH3:9])[O:19][C:18](=[O:20])[C@H:14]2[CH2:15][CH2:16][CH2:17][N:13]2[C:11]1=[O:12], predict the reactants needed to synthesize it. The reactants are: C1C(=O)N([Br:8])C(=O)C1.[CH3:9][C:10](=[CH2:21])[C:11]([N:13]1[CH2:17][CH2:16][CH2:15][C@@H:14]1[C:18]([OH:20])=[O:19])=[O:12].